Dataset: Reaction yield outcomes from USPTO patents with 853,638 reactions. Task: Predict the reaction yield, written as a fraction of the theoretical maximum amount of product (1.0 means a 100% yield; for example, 0.34 means a 34% yield). (1) The reactants are F[C:2]1[CH:3]=[C:4]([C:11]2[N:18]3[C:14]([O:15][CH:16]=[CH:17]3)=[N:13][C:12]=2[C:19]2[CH:24]=[CH:23][C:22]([F:25])=[CH:21][CH:20]=2)[CH:5]=[CH:6][C:7]=1[N+:8]([O-:10])=[O:9].[CH3:26][C:27]([CH3:31])([CH3:30])[CH2:28][NH2:29]. The catalyst is C(#N)C. The product is [CH3:26][C:27]([CH3:31])([CH3:30])[CH2:28][NH:29][C:2]1[CH:3]=[C:4]([C:11]2[N:18]3[C:14]([O:15][CH:16]=[CH:17]3)=[N:13][C:12]=2[C:19]2[CH:20]=[CH:21][C:22]([F:25])=[CH:23][CH:24]=2)[CH:5]=[CH:6][C:7]=1[N+:8]([O-:10])=[O:9]. The yield is 0.960. (2) The reactants are Br[C:2]1[CH:3]=[N:4][CH:5]=[C:6]([Br:8])[CH:7]=1.[N:9]1([C:15]([O:17][C:18]([CH3:21])([CH3:20])[CH3:19])=[O:16])[CH2:14][CH2:13][NH:12][CH2:11][CH2:10]1.CC(C)([O-])C.[Na+].C1(C)C=CC=CC=1. The catalyst is C1(P(C2C=CC=CC=2)C2C3OC4C(=CC=CC=4P(C4C=CC=CC=4)C4C=CC=CC=4)C(C)(C)C=3C=CC=2)C=CC=CC=1.O. The product is [Br:8][C:6]1[CH:7]=[C:2]([N:12]2[CH2:11][CH2:10][N:9]([C:15]([O:17][C:18]([CH3:21])([CH3:20])[CH3:19])=[O:16])[CH2:14][CH2:13]2)[CH:3]=[N:4][CH:5]=1. The yield is 0.790. (3) The reactants are [N+:1]([C:4]1[CH:10]=[CH:9][C:7]([NH2:8])=[C:6]([C:11]([F:14])([F:13])[F:12])[CH:5]=1)([O-:3])=[O:2].[Cl:15]N1C(=O)CCC1=O.[OH-].[Na+].C(OC(=O)C)C. The catalyst is C(#N)C. The product is [Cl:15][C:9]1[CH:10]=[C:4]([N+:1]([O-:3])=[O:2])[CH:5]=[C:6]([C:11]([F:12])([F:13])[F:14])[C:7]=1[NH2:8]. The yield is 0.970. (4) The reactants are [N+:1]([C:4]1C=C([N+]([O-])=O)C=C[C:5]=1[O-])([O-])=O.[NH2:14][N+:15]1[CH:20]=[CH:19][CH:18]=[C:17]([CH2:21][OH:22])[CH:16]=1.[OH-].[Na+]. The catalyst is C(#N)C. The product is [CH3:5][C:4]1[N:1]=[C:16]2[C:17]([CH2:21][OH:22])=[CH:18][CH:19]=[CH:20][N:15]2[N:14]=1. The yield is 0.290. (5) The reactants are P(Br)(Br)([Br:3])=O.[CH2:6]([C:8]1[CH:9]=[C:10]2[C:15](=[CH:16][C:17]=1[O:18][CH3:19])[N:14]=[N:13][CH:12]=[C:11]2O)[CH3:7].C(=O)(O)[O-].[Na+]. The catalyst is C(#N)C. The product is [Br:3][C:11]1[C:10]2[C:15](=[CH:16][C:17]([O:18][CH3:19])=[C:8]([CH2:6][CH3:7])[CH:9]=2)[N:14]=[N:13][CH:12]=1. The yield is 0.300. (6) The reactants are ClC(Cl)(Cl)C(Cl)(Cl)Cl.[F:9][C:10]1[CH:11]=[CH:12][C:13]([NH:16][NH:17][C:18]([N:20]2[CH:25]3[CH2:26][CH2:27][CH:21]2[CH2:22][CH2:23][CH2:24]3)=O)=[N:14][CH:15]=1.C(N(CC)CC)C.C1(P(C2C=CC=CC=2)C2C=CC=CC=2)C=CC=CC=1. The catalyst is C1COCC1. The product is [CH:25]12[N:20]([C:18]3[N:14]4[CH:15]=[C:10]([F:9])[CH:11]=[CH:12][C:13]4=[N:16][N:17]=3)[CH:21]([CH2:27][CH2:26]1)[CH2:22][CH2:23][CH2:24]2. The yield is 0.760. (7) The reactants are [CH3:1][N:2]([CH3:27])[CH2:3][CH2:4][N:5]([CH3:26])[C:6]1[N:11]=[CH:10][C:9]([C:12]2[N:16]3[CH:17]=[CH:18][CH:19]=[CH:20][C:15]3=[N:14][C:13]=2[C:21](OCC)=[O:22])=[CH:8][CH:7]=1.[BH4-].[Li+].[OH-].[Na+]. The catalyst is C1COCC1. The product is [CH3:1][N:2]([CH3:27])[CH2:3][CH2:4][N:5]([CH3:26])[C:6]1[N:11]=[CH:10][C:9]([C:12]2[N:16]3[CH:17]=[CH:18][CH:19]=[CH:20][C:15]3=[N:14][C:13]=2[CH2:21][OH:22])=[CH:8][CH:7]=1. The yield is 0.510. (8) The reactants are CC1C=CC(S(O[CH2:12][C@@H:13]2[O:18][C:17]3[C:19]([O:23][CH3:24])=[CH:20][CH:21]=[CH:22][C:16]=3[O:15][CH2:14]2)(=O)=O)=CC=1.[F:25][C:26]1[CH:27]=[C:28]2[C:32](=[CH:33][CH:34]=1)[NH:31][CH:30]=[C:29]2[C@@H:35]1[CH2:39][CH2:38][C@H:37]([NH2:40])[CH2:36]1.[OH-].[Na+]. The catalyst is CS(C)=O. The product is [F:25][C:26]1[CH:27]=[C:28]2[C:32](=[CH:33][CH:34]=1)[NH:31][CH:30]=[C:29]2[C@@H:35]1[CH2:39][CH2:38][C@H:37]([NH:40][CH2:12][C@@H:13]2[O:18][C:17]3[C:19]([O:23][CH3:24])=[CH:20][CH:21]=[CH:22][C:16]=3[O:15][CH2:14]2)[CH2:36]1. The yield is 0.480. (9) The reactants are [CH:10]1[C:9]([S:8][S:8][C:9]2[CH:14]=[CH:13][C:12]([Cl:15])=[CH:11][CH:10]=2)=[CH:14][CH:13]=[C:12]([Cl:15])[CH:11]=1.[BH4-].[Na+].I[CH:20]([CH3:22])[CH3:21].O. The catalyst is C(O)C.O1CCCC1. The product is [Cl:15][C:12]1[CH:11]=[CH:10][C:9]([S:8][CH:20]([CH3:22])[CH3:21])=[CH:14][CH:13]=1. The yield is 1.00.